From a dataset of Forward reaction prediction with 1.9M reactions from USPTO patents (1976-2016). Predict the product of the given reaction. (1) Given the reactants F[C:2]1[CH:7]=[C:6]([F:8])[CH:5]=[CH:4][C:3]=1[N+:9]([O-:11])=[O:10].[F-].[K+].C(=O)([O-])[O-].[K+].[K+].[CH:20]1([NH2:23])[CH2:22][CH2:21]1, predict the reaction product. The product is: [CH:20]1([NH:23][C:2]2[CH:7]=[C:6]([F:8])[CH:5]=[CH:4][C:3]=2[N+:9]([O-:11])=[O:10])[CH2:22][CH2:21]1. (2) Given the reactants [Cl:1][C:2]1[CH:7]=[CH:6][CH:5]=[CH:4][C:3]=1[CH2:8][CH2:9][C:10]([OH:12])=O.O.ON1C2C=CC=CC=2N=N1.Cl.CN(C)CCCN=C=NCC.[CH3:36][C:37]1([C:43]2[CH:44]=[C:45]([NH:49][S:50]([CH3:53])(=[O:52])=[O:51])[CH:46]=[CH:47][CH:48]=2)[CH:42]2[CH:38]1[CH2:39][NH:40][CH2:41]2.C(=O)([O-])O.[Na+], predict the reaction product. The product is: [Cl:1][C:2]1[CH:7]=[CH:6][CH:5]=[CH:4][C:3]=1[CH2:8][CH2:9][C:10]([N:40]1[CH2:41][CH:42]2[CH:38]([C:37]2([C:43]2[CH:44]=[C:45]([NH:49][S:50]([CH3:53])(=[O:52])=[O:51])[CH:46]=[CH:47][CH:48]=2)[CH3:36])[CH2:39]1)=[O:12]. (3) Given the reactants [O:1]=[C:2]1[C:6]2([CH2:11][CH2:10][CH2:9][N:8]([C:12]([O:14][C:15]([CH3:18])([CH3:17])[CH3:16])=[O:13])[CH2:7]2)[CH:5]([C:19]2[CH:24]=[CH:23][CH:22]=[CH:21][CH:20]=2)[CH2:4][NH:3]1.[H-].[Na+].I[CH2:28][CH3:29], predict the reaction product. The product is: [CH2:28]([N:3]1[CH2:4][CH:5]([C:19]2[CH:20]=[CH:21][CH:22]=[CH:23][CH:24]=2)[C:6]2([CH2:11][CH2:10][CH2:9][N:8]([C:12]([O:14][C:15]([CH3:18])([CH3:17])[CH3:16])=[O:13])[CH2:7]2)[C:2]1=[O:1])[CH3:29]. (4) Given the reactants C(OC([NH:8][C@H:9]([CH2:39][C:40]1[CH:45]=[CH:44][CH:43]=[CH:42][CH:41]=1)[C:10]([O:12][C@H:13]([C:24]1[CH:29]=[CH:28][C:27]([O:30][CH:31]([F:33])[F:32])=[C:26]([O:34][CH2:35][CH:36]2[CH2:38][CH2:37]2)[CH:25]=1)[CH2:14][C:15]1[C:20]([Cl:21])=[CH:19][N+:18]([O-:22])=[CH:17][C:16]=1[Cl:23])=[O:11])=O)(C)(C)C, predict the reaction product. The product is: [NH2:8][C@H:9]([CH2:39][C:40]1[CH:41]=[CH:42][CH:43]=[CH:44][CH:45]=1)[C:10]([O:12][C@H:13]([C:24]1[CH:29]=[CH:28][C:27]([O:30][CH:31]([F:33])[F:32])=[C:26]([O:34][CH2:35][CH:36]2[CH2:38][CH2:37]2)[CH:25]=1)[CH2:14][C:15]1[C:20]([Cl:21])=[CH:19][N+:18]([O-:22])=[CH:17][C:16]=1[Cl:23])=[O:11]. (5) Given the reactants Cl[CH2:2][C:3]([N:5]1[C:13]2[C:8](=[CH:9][C:10]([O:14][CH2:15][C:16]3[S:17][C:18]([C:27]([F:30])([F:29])[F:28])=[C:19]([C:21]4[CH:26]=[CH:25][CH:24]=[CH:23][CH:22]=4)[CH:20]=3)=[CH:11][CH:12]=2)[CH2:7][CH2:6]1)=[O:4].[C:31](#[N:33])[CH3:32], predict the reaction product. The product is: [CH2:31]([NH:33][CH2:2][C:3]([N:5]1[C:13]2[C:8](=[CH:9][C:10]([O:14][CH2:15][C:16]3[S:17][C:18]([C:27]([F:30])([F:29])[F:28])=[C:19]([C:21]4[CH:26]=[CH:25][CH:24]=[CH:23][CH:22]=4)[CH:20]=3)=[CH:11][CH:12]=2)[CH2:7][CH2:6]1)=[O:4])[CH3:32].